From a dataset of Full USPTO retrosynthesis dataset with 1.9M reactions from patents (1976-2016). Predict the reactants needed to synthesize the given product. (1) The reactants are: C([Li])CCC.[Cl:6][C:7]1[CH:12]=[CH:11][C:10]([C:13]([F:16])([F:15])[F:14])=[CH:9][C:8]=1I.O1CCCC1.CON(C)[C:26](=[O:31])[C:27]([F:30])([F:29])[F:28]. Given the product [F:28][C:27]([F:30])([F:29])[C:26]([C:8]1[CH:9]=[C:10]([C:13]([F:16])([F:15])[F:14])[CH:11]=[CH:12][C:7]=1[Cl:6])=[O:31], predict the reactants needed to synthesize it. (2) Given the product [C:22]1([C:27]2[CH:32]=[CH:31][CH:30]=[CH:29][CH:28]=2)[CH:23]=[CH:24][CH:25]=[CH:26][C:21]=1[O:20][C:15]1[CH:14]=[CH:13][C:12]([S:9]([Cl:33])(=[O:11])=[O:10])=[CH:19][C:16]=1[C:17]#[N:18], predict the reactants needed to synthesize it. The reactants are: C(N[S:9]([C:12]1[CH:13]=[CH:14][C:15]([O:20][C:21]2[CH:26]=[CH:25][CH:24]=[CH:23][C:22]=2[C:27]2[CH:32]=[CH:31][CH:30]=[CH:29][CH:28]=2)=[C:16]([CH:19]=1)[C:17]#[N:18])(=[O:11])=[O:10])C1C=CC=CC=1.[ClH:33].Cl[O-].[Na+]. (3) The reactants are: [CH3:1][C:2]([NH:11][C:12](=[O:17])[C:13]([F:16])([F:15])[F:14])([CH3:10])[CH2:3][C:4]1[CH:9]=[CH:8][CH:7]=[CH:6][CH:5]=1.[Br-:18].[Br-].[Br-].C([N+](CC[CH2:36][CH3:37])(CCCC)CCCC)CCC.C([N+](CCCC)(CCCC)CCCC)CCC.C([N+](CCCC)(CCCC)CCCC)CCC.C[OH:73]. Given the product [Br:18][CH2:36][C:37]([C:5]1[CH:6]=[CH:7][CH:8]=[CH:9][C:4]=1[CH2:3][C:2]([NH:11][C:12](=[O:17])[C:13]([F:16])([F:14])[F:15])([CH3:1])[CH3:10])=[O:73], predict the reactants needed to synthesize it. (4) Given the product [ClH:1].[CH2:11]([C:8]1[N:4]2[CH2:5][CH2:6][NH:7][CH2:2][C:3]2=[N:10][N:9]=1)[CH3:12], predict the reactants needed to synthesize it. The reactants are: [Cl:1][C:2]1[C:3]2[N:4]([C:8]([CH2:11][CH3:12])=[N:9][N:10]=2)[CH:5]=[CH:6][N:7]=1. (5) Given the product [CH3:1][O:2][C:3]([C:5]1[CH:10]=[C:9]([N:11]([CH3:22])[S:12]([CH2:15][C:16]2[CH:21]=[CH:20][CH:19]=[CH:18][CH:17]=2)(=[O:14])=[O:13])[CH:8]=[CH:7][N:6]=1)=[O:4], predict the reactants needed to synthesize it. The reactants are: [CH3:1][O:2][C:3]([C:5]1[CH:10]=[C:9]([NH:11][S:12]([CH2:15][C:16]2[CH:21]=[CH:20][CH:19]=[CH:18][CH:17]=2)(=[O:14])=[O:13])[CH:8]=[CH:7][N:6]=1)=[O:4].[C:22](=O)([O-])[O-].[K+].[K+].CI. (6) Given the product [CH3:1][O:2][C:3]([C@H:5]1[CH2:8][C@H:7]([OH:9])[CH2:6]1)=[O:4], predict the reactants needed to synthesize it. The reactants are: [CH3:1][O:2][C:3]([C@H:5]1[CH2:8][C@H:7]([O:9]C(=O)C)[CH2:6]1)=[O:4].C[O-].[Na+].